This data is from Full USPTO retrosynthesis dataset with 1.9M reactions from patents (1976-2016). The task is: Predict the reactants needed to synthesize the given product. (1) Given the product [F:1][C:2]1[C:3]2[CH:18]=[CH:19][CH2:14][CH2:13][C:12](=[O:17])[C:4]=2[CH:5]=[C:6]2[C:10]=1[N:9]([CH3:11])[CH:8]=[CH:7]2, predict the reactants needed to synthesize it. The reactants are: [F:1][C:2]1[C:3]([CH:18]=[CH2:19])=[C:4]([C:12](=[O:17])[CH2:13][CH2:14]C=C)[CH:5]=[C:6]2[C:10]=1[N:9]([CH3:11])[CH:8]=[CH:7]2. (2) Given the product [CH2:33]([S:34]([NH:37][C:16](=[O:17])[CH2:15][C:7]1[CH:8]=[C:9]([C:11]([F:14])([F:12])[F:13])[CH:10]=[C:5]([O:4][C:3]2[CH:19]=[CH:20][C:21]([S:23]([CH3:26])(=[O:24])=[O:25])=[CH:22][C:2]=2[Cl:1])[CH:6]=1)(=[O:35])=[O:36])[C:27]1[CH:28]=[CH:29][CH:30]=[CH:31][CH:32]=1, predict the reactants needed to synthesize it. The reactants are: [Cl:1][C:2]1[CH:22]=[C:21]([S:23]([CH3:26])(=[O:25])=[O:24])[CH:20]=[CH:19][C:3]=1[O:4][C:5]1[CH:6]=[C:7]([CH2:15][C:16](O)=[O:17])[CH:8]=[C:9]([C:11]([F:14])([F:13])[F:12])[CH:10]=1.[C:27]1([CH2:33][S:34]([NH2:37])(=[O:36])=[O:35])[CH:32]=[CH:31][CH:30]=[CH:29][CH:28]=1. (3) The reactants are: [C:1]([C:3]1[CH:8]=[CH:7][C:6](B(O)O)=[CH:5][CH:4]=1)#[N:2].[C:12]1([C:31]2[CH:36]=[CH:35][CH:34]=[CH:33][CH:32]=2)C=CC=[CH:14][C:13]=1P(C1CCCCC1)C1CCCCC1.[C:37]([O-:40])([O-])=O.[Na+].[Na+].C1C=CC=CC=1.C([OH:51])C. Given the product [OH:51][CH2:14][CH2:13][C:12]1[O:40][C:37]2[CH:36]=[CH:35][CH:34]=[C:33]([C:6]3[CH:7]=[CH:8][C:3]([C:1]#[N:2])=[CH:4][CH:5]=3)[C:32]=2[CH:31]=1, predict the reactants needed to synthesize it. (4) Given the product [NH2:1][C:2](=[O:33])[C@@H:3]([NH:5][C:6]1[N:11]=[C:10]([C:12]2[CH:17]=[CH:16][C:15]([O:18][C:19]3[CH:24]=[CH:23][C:22]([F:25])=[CH:21][CH:20]=3)=[CH:14][CH:13]=2)[N:9]=[C:8]([C:26]([OH:28])=[O:27])[CH:7]=1)[CH3:4], predict the reactants needed to synthesize it. The reactants are: [NH2:1][C:2](=[O:33])[C@@H:3]([NH:5][C:6]1[N:11]=[C:10]([C:12]2[CH:17]=[CH:16][C:15]([O:18][C:19]3[CH:24]=[CH:23][C:22]([F:25])=[CH:21][CH:20]=3)=[CH:14][CH:13]=2)[N:9]=[C:8]([C:26]([O:28]C(C)(C)C)=[O:27])[CH:7]=1)[CH3:4].C(O)(C(F)(F)F)=O. (5) Given the product [Br:1][C:2]1[CH:3]=[C:4]2[C:9](=[CH:10][CH:11]=1)[C:8](=[O:12])[N:7]([CH2:38][C:39]1([CH2:43][O:44][Si:45]([C:48]([CH3:51])([CH3:50])[CH3:49])([CH3:47])[CH3:46])[CH2:42][CH2:41][CH2:40]1)[CH:6]=[C:5]2[CH2:13][N:14]1[CH2:15][CH2:16][N:17]([C:20]([O:22][C:23]([CH3:26])([CH3:25])[CH3:24])=[O:21])[CH2:18][CH2:19]1, predict the reactants needed to synthesize it. The reactants are: [Br:1][C:2]1[CH:3]=[C:4]2[C:9](=[CH:10][CH:11]=1)[C:8](=[O:12])[NH:7][CH:6]=[C:5]2[CH2:13][N:14]1[CH2:19][CH2:18][N:17]([C:20]([O:22][C:23]([CH3:26])([CH3:25])[CH3:24])=[O:21])[CH2:16][CH2:15]1.C(=O)([O-])[O-].[Cs+].[Cs+].CS(O[CH2:38][C:39]1([CH2:43][O:44][Si:45]([C:48]([CH3:51])([CH3:50])[CH3:49])([CH3:47])[CH3:46])[CH2:42][CH2:41][CH2:40]1)(=O)=O. (6) Given the product [CH2:1]([N:8]1[CH2:14][C:13]2[N:15]=[CH:16][C:17]([N:21]3[CH2:26][CH2:25][O:24][CH2:23][CH2:22]3)=[N:18][C:12]=2[O:11][C@@H:10]([CH3:20])[CH2:9]1)[C:2]1[CH:7]=[CH:6][CH:5]=[CH:4][CH:3]=1, predict the reactants needed to synthesize it. The reactants are: [CH2:1]([N:8]1[CH2:14][C:13]2[N:15]=[CH:16][C:17](Cl)=[N:18][C:12]=2[O:11][C@@H:10]([CH3:20])[CH2:9]1)[C:2]1[CH:7]=[CH:6][CH:5]=[CH:4][CH:3]=1.[NH:21]1[CH2:26][CH2:25][O:24][CH2:23][CH2:22]1.CC(C1C=C(C(C)C)C(C2C=CC=CC=2P(C2CCCCC2)C2CCCCC2)=C(C(C)C)C=1)C.CC(C)([O-])C.[Na+]. (7) Given the product [CH3:1][O:2][C:3](=[O:25])[C:4]1[CH:9]=[CH:8][CH:7]=[CH:6][C:5]=1[NH:10][C:11]1[N:15]([C:16]2[CH:21]=[C:20]([CH3:22])[CH:19]=[CH:18][C:17]=2[CH3:23])[N:14]=[C:13]([CH3:24])[C:12]=1[Br:26], predict the reactants needed to synthesize it. The reactants are: [CH3:1][O:2][C:3](=[O:25])[C:4]1[CH:9]=[CH:8][CH:7]=[CH:6][C:5]=1[NH:10][C:11]1[N:15]([C:16]2[CH:21]=[C:20]([CH3:22])[CH:19]=[CH:18][C:17]=2[CH3:23])[N:14]=[C:13]([CH3:24])[CH:12]=1.[Br:26]N1C(C)(C)C(=O)N(Br)C1=O.